Predict which catalyst facilitates the given reaction. From a dataset of Catalyst prediction with 721,799 reactions and 888 catalyst types from USPTO. (1) Reactant: C[C:2]1[C:10]2[C:5](=[CH:6][CH:7]=[CH:8][CH:9]=2)[NH:4][CH:3]=1.[C:11]([BH3-])#N.[Na+]. Product: [CH3:11][C:7]1[CH:6]=[C:5]2[C:10]([CH2:2][CH2:3][NH:4]2)=[CH:9][CH:8]=1. The catalyst class is: 15. (2) Reactant: [Br:1][C:2]1[CH:7]=[CH:6][C:5]([Cl:8])=[CH:4][C:3]=1[C:9](=O)[CH2:10][C:11]1[C:16]([F:17])=[CH:15][CH:14]=[C:13]([F:18])[C:12]=1[F:19].[C:21]([NH:24][NH2:25])([NH2:23])=[NH:22].Cl.B(F)(F)F.CCOCC. Product: [Br:1][C:2]1[CH:7]=[CH:6][C:5]([Cl:8])=[CH:4][C:3]=1/[C:9](=[N:25]\[NH:24][C:21](=[NH:22])[NH2:23])/[CH2:10][C:11]1[C:16]([F:17])=[CH:15][CH:14]=[C:13]([F:18])[C:12]=1[F:19]. The catalyst class is: 5.